This data is from Catalyst prediction with 721,799 reactions and 888 catalyst types from USPTO. The task is: Predict which catalyst facilitates the given reaction. Reactant: [C:1]([O:5][C:6]([N:8]1[CH2:12][CH:11]=[CH:10][C@H:9]1[C:13]([OH:15])=[O:14])=[O:7])([CH3:4])([CH3:3])[CH3:2].C(=O)([O-])[O-].[Cs+].[Cs+].[CH2:22](Br)[C:23]1[CH:28]=[CH:27][CH:26]=[CH:25][CH:24]=1. Product: [C:1]([O:5][C:6]([N:8]1[CH2:12][CH:11]=[CH:10][C@H:9]1[C:13]([O:15][CH2:22][C:23]1[CH:28]=[CH:27][CH:26]=[CH:25][CH:24]=1)=[O:14])=[O:7])([CH3:4])([CH3:2])[CH3:3]. The catalyst class is: 3.